This data is from CYP1A2 inhibition data for predicting drug metabolism from PubChem BioAssay. The task is: Regression/Classification. Given a drug SMILES string, predict its absorption, distribution, metabolism, or excretion properties. Task type varies by dataset: regression for continuous measurements (e.g., permeability, clearance, half-life) or binary classification for categorical outcomes (e.g., BBB penetration, CYP inhibition). Dataset: cyp1a2_veith. (1) The molecule is O=C(c1cc(C(F)(F)F)cc(C(F)(F)F)c1)N1CCC2(CCCN(Cc3ccccc3)C2)CC1. The result is 0 (non-inhibitor). (2) The molecule is CC(C)CCNC(=S)NC1CCCC1. The result is 1 (inhibitor). (3) The molecule is CN(CCc1ccccn1)c1ccc2c(c1)C(=O)c1ccccc1-2. The result is 1 (inhibitor). (4) The result is 1 (inhibitor). The compound is CCN(/C=N/c1sc2c(c1C#N)CCCCC2)CC. (5) The molecule is O=[N+]([O-])c1ccc(C[As](=O)(O)O)cc1. The result is 0 (non-inhibitor). (6) The molecule is COc1ccc(C(=O)N2CCC[C@@]3(CCN(Cc4ccncc4)C3)C2)cc1. The result is 0 (non-inhibitor).